Predict the reaction yield, written as a fraction of the theoretical maximum amount of product (1.0 means a 100% yield; for example, 0.34 means a 34% yield). From a dataset of Reaction yield outcomes from USPTO patents with 853,638 reactions. (1) The product is [N:4]1[C:5]2[C:10](=[CH:9][CH:8]=[CH:7][CH:6]=2)[CH:11]=[CH:12][C:3]=1[CH2:2][O:22][C:19]1[CH:20]=[CH:21][C:16]([C:14](=[O:15])[CH3:13])=[CH:17][CH:18]=1. The reactants are Cl[CH2:2][C:3]1[CH:12]=[CH:11][C:10]2[C:5](=[CH:6][CH:7]=[CH:8][CH:9]=2)[N:4]=1.[CH3:13][C:14]([C:16]1[CH:17]=[CH:18][C:19]([OH:22])=[CH:20][CH:21]=1)=[O:15].C(=O)([O-])[O-].[K+].[K+].[OH-].[Na+]. The catalyst is CC(C)=O.C(OCC)(=O)C. The yield is 0.710. (2) The reactants are Br[C:2]([F:9])([F:8])[C:3]([O:5][CH2:6][CH3:7])=[O:4].[O:10]1C[CH2:13][CH2:12][CH2:11]1.BrC(F)(F)C(OCC)=O.C(=O)CC.O1CCCC1.C(=O)CC. The catalyst is [Zn].O1CCCC1. The product is [CH2:6]([O:5][C:3](=[O:4])[C:2]([F:9])([F:8])[CH:11]([OH:10])[CH2:12][CH3:13])[CH3:7]. The yield is 0.600. (3) The reactants are Br[C:2]1[CH:10]=[CH:9][CH:8]=[CH:7][C:3]=1[C:4]([OH:6])=[O:5].C([O-])([O-])=[O:12].[Na+].[Na+].CN[C@@H]1CCCC[C@H]1NC.Cl. The catalyst is CN[C@@H]1CCCC[C@H]1NC.O. The product is [C:4]([OH:6])(=[O:5])[C:3]1[C:2](=[CH:10][CH:9]=[CH:8][CH:7]=1)[OH:12]. The yield is 0.980. (4) The catalyst is ClCCl. The product is [F:35][C:36]([F:41])([F:40])[C:37]([OH:39])=[O:38].[OH:17][C:15]1[CH:16]=[C:7]([CH:4]2[CH2:5][CH2:6][O:1][CH2:2][CH2:3]2)[CH:8]=[C:9]2[C:14]=1[N:13]=[CH:12][NH:11][C:10]2=[O:34]. The reactants are [O:1]1[CH2:6][CH2:5][CH:4]([C:7]2[CH:8]=[C:9]3[C:14](=[C:15]([O:17]COCC[Si](C)(C)C)[CH:16]=2)[N:13]=[CH:12][N:11](COCC[Si](C)(C)C)[C:10]3=[O:34])[CH2:3][CH2:2]1.[F:35][C:36]([F:41])([F:40])[C:37]([OH:39])=[O:38]. The yield is 0.750. (5) The product is [Cl:1][C:2]1[CH:3]=[CH:4][C:5]([OH:11])=[C:6]([CH:10]=1)[C:7]([O:9][CH3:16])=[O:8]. No catalyst specified. The yield is 0.740. The reactants are [Cl:1][C:2]1[CH:10]=[C:6]([C:7]([OH:9])=[O:8])[C:5]([OH:11])=[CH:4][CH:3]=1.O=S(Cl)Cl.[CH3:16]O.